Task: Binary Classification. Given a drug SMILES string, predict its activity (active/inactive) in a high-throughput screening assay against a specified biological target.. Dataset: Cav3 T-type calcium channel HTS with 100,875 compounds (1) The molecule is o1c2c(c(CN3CCN(CC3)Cc3cc4OCOc4cc3)cc1=O)ccc(c2C)C. The result is 0 (inactive). (2) The drug is Brc1cc(N(S(=O)(=O)C)CC(=O)NCCCC)ccc1. The result is 0 (inactive).